This data is from Catalyst prediction with 721,799 reactions and 888 catalyst types from USPTO. The task is: Predict which catalyst facilitates the given reaction. (1) Reactant: [NH2:1][C:2]1[CH:7]=[CH:6][C:5]([N:8]2[CH2:13][CH2:12][CH2:11][CH2:10][CH2:9]2)=[CH:4][C:3]=1[C:14]1[CH:15]=[C:16]([CH:21]=[CH:22][N:23]=1)[C:17]([O:19][CH3:20])=[O:18].[CH3:24][N:25]([CH2:37][CH2:38][N:39]1[CH2:44][CH2:43][O:42][CH2:41][CH2:40]1)[C:26]([C:28]1[CH:29]=[C:30]([CH:34]=[CH:35][CH:36]=1)[C:31](O)=[O:32])=[O:27].C(N(C(C)C)CC)(C)C.CN(C(ON1N=NC2C=CC=NC1=2)=[N+](C)C)C.F[P-](F)(F)(F)(F)F. Product: [CH3:24][N:25]([CH2:37][CH2:38][N:39]1[CH2:44][CH2:43][O:42][CH2:41][CH2:40]1)[C:26]([C:28]1[CH:29]=[C:30]([CH:34]=[CH:35][CH:36]=1)[C:31]([NH:1][C:2]1[CH:7]=[CH:6][C:5]([N:8]2[CH2:13][CH2:12][CH2:11][CH2:10][CH2:9]2)=[CH:4][C:3]=1[C:14]1[CH:15]=[C:16]([CH:21]=[CH:22][N:23]=1)[C:17]([O:19][CH3:20])=[O:18])=[O:32])=[O:27]. The catalyst class is: 18. (2) Reactant: [F:1][C:2]1[CH:10]=[CH:9][CH:8]=[C:7]([F:11])[C:3]=1[C:4](O)=[O:5].O=S(Cl)[Cl:14]. Product: [F:1][C:2]1[CH:10]=[CH:9][CH:8]=[C:7]([F:11])[C:3]=1[C:4]([Cl:14])=[O:5]. The catalyst class is: 3. (3) Reactant: [CH3:1][O-:2].[Na+].[CH2:4]([C:6]1[O:10][C:9]([CH2:11][CH2:12][NH:13][C:14]([NH:16][C:17]2[S:18][C:19]([C:23]3[CH:28]=[C:27]([CH3:29])[N:26]=[C:25](S(C)=O)[N:24]=3)=[C:20]([CH3:22])[N:21]=2)=[O:15])=[N:8][CH:7]=1)[CH3:5]. Product: [CH2:4]([C:6]1[O:10][C:9]([CH2:11][CH2:12][NH:13][C:14]([NH:16][C:17]2[S:18][C:19]([C:23]3[CH:28]=[C:27]([CH3:29])[N:26]=[C:25]([O:2][CH3:1])[N:24]=3)=[C:20]([CH3:22])[N:21]=2)=[O:15])=[N:8][CH:7]=1)[CH3:5]. The catalyst class is: 5. (4) Reactant: CC1(C)C(C)(C)OB(C2C=C(N3[C:23]4=N[C:25]5[CH:30]=[CH:29][CH:28]=[CH:27][C:26]=5[N:22]4[C:17]4[CH:18]=[CH:19][CH:20]=[CH:21][C:16]3=4)C=CC=2)O1. Product: [CH:28]1[C:29]2[NH:22][C:17]3[C:16](=[CH:21][CH:20]=[CH:19][CH:18]=3)[C:30]=2[CH:25]=[C:26]([N:22]2[C:17]3[CH:18]=[CH:19][CH:20]=[CH:21][C:16]=3[C:29]3[C:23]2=[CH:27][CH:26]=[CH:25][CH:30]=3)[CH:27]=1. The catalyst class is: 758. (5) The catalyst class is: 247. Product: [OH:3][C@@H:1]([C:4]1[CH:5]=[C:6]([CH2:10][C@@H:11]([NH:13][C:14](=[O:23])[O:15][CH2:16][C:17]2[CH:18]=[CH:19][CH:20]=[CH:21][CH:22]=2)[CH3:12])[CH:7]=[CH:8][CH:9]=1)[CH3:2]. Reactant: [C:1]([C:4]1[CH:5]=[C:6]([CH2:10][C@@H:11]([NH:13][C:14](=[O:23])[O:15][CH2:16][C:17]2[CH:22]=[CH:21][CH:20]=[CH:19][CH:18]=2)[CH3:12])[CH:7]=[CH:8][CH:9]=1)(=[O:3])[CH3:2]. (6) Reactant: [CH3:1][C:2]([C:5]1[CH2:9][CH:8]([C:10]([OH:12])=O)[N:7]([CH2:13][CH3:14])[N:6]=1)([CH3:4])[CH3:3].CCCP1(OP(CCC)(=O)OP(CCC)(=O)O1)=O.[NH2:33][C:34]1[CH:35]=[C:36]([CH:42]=[CH:43][C:44]=1[F:45])[C:37]([O:39][CH2:40][CH3:41])=[O:38]. Product: [CH3:4][C:2]([C:5]1[CH2:9][CH:8]([C:10]([NH:33][C:34]2[CH:35]=[C:36]([CH:42]=[CH:43][C:44]=2[F:45])[C:37]([O:39][CH2:40][CH3:41])=[O:38])=[O:12])[N:7]([CH2:13][CH3:14])[N:6]=1)([CH3:1])[CH3:3]. The catalyst class is: 112. (7) Reactant: [CH3:1][O:2][C:3]([C:5]1[C:10]([Cl:11])=[C:9](N)[N:8]=[C:7]([C:13]2[CH:18]=[CH:17][C:16]([Cl:19])=[C:15]([O:20][CH3:21])[C:14]=2[F:22])[N:6]=1)=[O:4].C(#N)C.N([O-])=[O:27].[Na+]. Product: [CH3:1][O:2][C:3]([C:5]1[C:10]([Cl:11])=[C:9]([OH:27])[N:8]=[C:7]([C:13]2[CH:18]=[CH:17][C:16]([Cl:19])=[C:15]([O:20][CH3:21])[C:14]=2[F:22])[N:6]=1)=[O:4]. The catalyst class is: 82.